Dataset: Full USPTO retrosynthesis dataset with 1.9M reactions from patents (1976-2016). Task: Predict the reactants needed to synthesize the given product. (1) The reactants are: [Cl:1][C:2]1[N:10]=[C:9]([Cl:11])[CH:8]=[CH:7][C:3]=1[C:4](Cl)=[O:5].CN[C:14]([NH:21][CH3:22])=[CH:15][C:16]([O:18][CH2:19][CH3:20])=[O:17].[CH2:23](N(CC)CC)C. Given the product [Cl:1][C:2]1[C:3]([C:4](/[C:15](=[CH:14]/[N:21]([CH3:22])[CH3:23])/[C:16]([O:18][CH2:19][CH3:20])=[O:17])=[O:5])=[CH:7][CH:8]=[C:9]([Cl:11])[N:10]=1, predict the reactants needed to synthesize it. (2) Given the product [Cl:18][C:19]1[CH:24]=[CH:23][CH:22]=[C:21]([F:25])[C:20]=1[CH2:26][N:27]([CH2:14][C:11]1[CH:10]=[CH:9][C:8]([CH2:7][O:6][Si:5]([C:2]([CH3:4])([CH3:3])[CH3:1])([CH3:17])[CH3:16])=[CH:13][N:12]=1)[CH2:28][CH3:29], predict the reactants needed to synthesize it. The reactants are: [CH3:1][C:2]([Si:5]([CH3:17])([CH3:16])[O:6][CH2:7][C:8]1[CH:9]=[CH:10][C:11]([CH:14]=O)=[N:12][CH:13]=1)([CH3:4])[CH3:3].[Cl:18][C:19]1[CH:24]=[CH:23][CH:22]=[C:21]([F:25])[C:20]=1[CH2:26][NH:27][CH2:28][CH3:29].C(O[BH-](OC(=O)C)OC(=O)C)(=O)C.[Na+].